From a dataset of CYP2C9 inhibition data for predicting drug metabolism from PubChem BioAssay. Regression/Classification. Given a drug SMILES string, predict its absorption, distribution, metabolism, or excretion properties. Task type varies by dataset: regression for continuous measurements (e.g., permeability, clearance, half-life) or binary classification for categorical outcomes (e.g., BBB penetration, CYP inhibition). Dataset: cyp2c9_veith. (1) The drug is CCCNC(=O)N1CCC(C(=O)c2ccc(F)cc2)CC1. The result is 0 (non-inhibitor). (2) The drug is O=C(O)CSCc1cccc2ccccc12. The result is 0 (non-inhibitor).